Dataset: Forward reaction prediction with 1.9M reactions from USPTO patents (1976-2016). Task: Predict the product of the given reaction. (1) Given the reactants [CH3:1][C:2]1[CH:8]=[C:7]([CH3:9])[CH:6]=[CH:5][C:3]=1[NH2:4].[CH3:10][C:11]1[CH:16]=[C:15]([CH3:17])[CH:14]=[CH:13][C:12]=1Br.CC(C)([O-])C.[Na+], predict the reaction product. The product is: [CH3:1][C:2]1[CH:8]=[C:7]([CH3:9])[CH:6]=[CH:5][C:3]=1[NH:4][C:12]1[CH:13]=[CH:14][C:15]([CH3:17])=[CH:16][C:11]=1[CH3:10]. (2) Given the reactants C[Mg]Br.[C:4]([Si:8]([CH3:26])([CH3:25])[O:9][C@@H:10]1[C:18]2[C:13](=[C:14]([C:19](=[O:24])[C:20]([CH3:23])([CH3:22])[CH3:21])[CH:15]=[CH:16][CH:17]=2)[CH2:12][CH2:11]1)([CH3:7])([CH3:6])[CH3:5].Cl[CH2:28]Cl.Cl, predict the reaction product. The product is: [C:4]([Si:8]([CH3:26])([CH3:25])[O:9][C@@H:10]1[C:18]2[C:13](=[C:14]([C:19]([OH:24])([C:20]([CH3:23])([CH3:22])[CH3:21])[CH3:28])[CH:15]=[CH:16][CH:17]=2)[CH2:12][CH2:11]1)([CH3:7])([CH3:6])[CH3:5]. (3) Given the reactants [CH:1]1[C:6]([OH:7])=[CH:5][C:4]2[C:8]([CH2:11][CH2:12][NH2:13])=[CH:9][NH:10][C:3]=2[CH:2]=1.Cl.[CH2:15]([N:31]=[C:32]=[O:33])[CH2:16][CH2:17][CH2:18][CH2:19][CH2:20][CH2:21][CH2:22][CH2:23][CH2:24][CH2:25][CH2:26][CH2:27][CH2:28][CH2:29][CH3:30].O, predict the reaction product. The product is: [CH2:15]([NH:31][C:32](=[O:33])[NH:13][CH2:12][CH2:11][C:8]1[C:4]2[C:3](=[CH:2][CH:1]=[C:6]([OH:7])[CH:5]=2)[NH:10][CH:9]=1)[CH2:16][CH2:17][CH2:18][CH2:19][CH2:20][CH2:21][CH2:22][CH2:23][CH2:24][CH2:25][CH2:26][CH2:27][CH2:28][CH2:29][CH3:30]. (4) Given the reactants [NH2:1][C:2]1[CH:3]=[C:4]([C:8]2[N:13]3[N:14]=[CH:15][C:16]([C:17]([C:19]4[S:20][CH:21]=[CH:22][CH:23]=4)=[O:18])=[C:12]3[N:11]=[CH:10][CH:9]=2)[CH:5]=[CH:6][CH:7]=1.[Br:24][C:25]1[CH:26]=[C:27]([CH:31]=[CH:32][CH:33]=1)[C:28](Cl)=[O:29], predict the reaction product. The product is: [Br:24][C:25]1[CH:26]=[C:27]([CH:31]=[CH:32][CH:33]=1)[C:28]([NH:1][C:2]1[CH:7]=[CH:6][CH:5]=[C:4]([C:8]2[N:13]3[N:14]=[CH:15][C:16]([C:17]([C:19]4[S:20][CH:21]=[CH:22][CH:23]=4)=[O:18])=[C:12]3[N:11]=[CH:10][CH:9]=2)[CH:3]=1)=[O:29]. (5) Given the reactants [CH2:1]([C:5]1[C:9]([CH2:10][NH2:11])=[C:8]([CH3:12])[O:7][N:6]=1)[CH2:2][CH2:3][CH3:4].Cl[C:14]1[CH:23]=[CH:22][C:17]([C:18]([O:20][CH3:21])=[O:19])=[CH:16][N:15]=1.C(N(CC)C(C)C)(C)C, predict the reaction product. The product is: [CH3:21][O:20][C:18](=[O:19])[C:17]1[CH:22]=[CH:23][C:14]([NH:11][CH2:10][C:9]2[C:5]([CH2:1][CH2:2][CH2:3][CH3:4])=[N:6][O:7][C:8]=2[CH3:12])=[N:15][CH:16]=1. (6) Given the reactants [CH3:1][O:2][C:3]1[CH:20]=[CH:19][C:6]([CH2:7][NH:8][S:9]([NH:12][CH2:13][C:14](OCC)=[O:15])(=[O:11])=[O:10])=[CH:5][CH:4]=1.C[O-].[Na+].Cl, predict the reaction product. The product is: [CH3:1][O:2][C:3]1[CH:20]=[CH:19][C:6]([CH2:7][N:8]2[C:14](=[O:15])[CH2:13][NH:12][S:9]2(=[O:11])=[O:10])=[CH:5][CH:4]=1. (7) Given the reactants CN1CCOCC1.COC(=O)NC(C(N1CCCC1C1NC(C2C=CC(C3C=CC(C4NC(C5CNCN5C(=O)C(NC(OC)=O)C(C)C)=NC=4)=CC=3)=CC=2)=CN=1)=O)C(C)C.[C:62]([O:66][C:67]([N:69]1[CH2:73][CH:72]([C:74]2[NH:75][C:76]([C:79]3[CH:84]=[CH:83][C:82]([C:85]4[CH:90]=[CH:89][C:88]([C:91]5[NH:92][C:93]([CH:96]6[CH2:100][CH2:99][CH2:98][N:97]6[C:101](=[O:111])[CH:102]([NH:106][C:107]([O:109][CH3:110])=[O:108])[CH:103]([CH3:105])[CH3:104])=[N:94][CH:95]=5)=[CH:87][CH:86]=4)=[CH:81][CH:80]=3)=[CH:77][N:78]=2)[N:71]([C:112](=[O:122])[CH:113]([NH:117][C:118]([O:120][CH3:121])=[O:119])[CH:114]([CH3:116])[CH3:115])[CH2:70]1)=[O:68])(C)(C)C.Cl.ClC(OC)=O, predict the reaction product. The product is: [CH3:62][O:66][C:67]([N:69]1[CH2:73][CH:72]([C:74]2[NH:75][C:76]([C:79]3[CH:84]=[CH:83][C:82]([C:85]4[CH:90]=[CH:89][C:88]([C:91]5[NH:92][C:93]([CH:96]6[CH2:100][CH2:99][CH2:98][N:97]6[C:101](=[O:111])[CH:102]([NH:106][C:107]([O:109][CH3:110])=[O:108])[CH:103]([CH3:105])[CH3:104])=[N:94][CH:95]=5)=[CH:87][CH:86]=4)=[CH:81][CH:80]=3)=[CH:77][N:78]=2)[N:71]([C:112](=[O:122])[CH:113]([NH:117][C:118]([O:120][CH3:121])=[O:119])[CH:114]([CH3:116])[CH3:115])[CH2:70]1)=[O:68]. (8) Given the reactants Cl.[C:2]([C:4]1[C:5](O)=[C:6]([C:10]2[N:20]=[CH:19][CH:18]=[CH:17][C:11]=2[C:12]([O:14][CH2:15][CH3:16])=[O:13])[CH:7]=[CH:8][CH:9]=1)#[N:3].CS([O:26][CH2:27][CH2:28][CH2:29][C:30]1[CH:35]=[CH:34][CH:33]=[CH:32][CH:31]=1)(=O)=O.C(=O)([O-])[O-].[K+].[K+], predict the reaction product. The product is: [C:2]([C:4]1[CH:5]=[C:6]([C:10]2[N:20]=[CH:19][CH:18]=[CH:17][C:11]=2[C:12]([O:14][CH2:15][CH3:16])=[O:13])[CH:7]=[CH:8][C:9]=1[O:26][CH2:27][CH2:28][CH2:29][C:30]1[CH:35]=[CH:34][CH:33]=[CH:32][CH:31]=1)#[N:3]. (9) The product is: [CH2:1]([O:8][C:9]1[C:10](=[O:18])[CH:11]=[C:12]([C:15]([OH:17])=[O:16])[N:20]([CH3:19])[CH:14]=1)[C:2]1[CH:7]=[CH:6][CH:5]=[CH:4][CH:3]=1. Given the reactants [CH2:1]([O:8][C:9]1[C:10](=[O:18])[CH:11]=[C:12]([C:15]([OH:17])=[O:16])O[CH:14]=1)[C:2]1[CH:7]=[CH:6][CH:5]=[CH:4][CH:3]=1.[CH3:19][NH2:20].CO.Cl, predict the reaction product. (10) Given the reactants [Cl:1][C:2]1[CH:3]=[C:4]([NH:9][C@@H:10]2[C:18](=[O:19])[N:17]3[C@H:12]([CH2:13][CH2:14][C@@H:15]([NH:20][C:21]4[C:22]5[CH:29]=[CH:28][N:27](S(C6C=CC(C)=CC=6)(=O)=O)[C:23]=5[N:24]=[CH:25][N:26]=4)[CH2:16]3)[CH2:11]2)[CH:5]=[C:6]([F:8])[CH:7]=1.C([O-])([O-])=O.[K+].[K+], predict the reaction product. The product is: [N:24]1[C:23]2[NH:27][CH:28]=[CH:29][C:22]=2[C:21]([NH:20][C@@H:15]2[CH2:14][CH2:13][C@H:12]3[N:17]([C:18](=[O:19])[C@@H:10]([NH:9][C:4]4[CH:5]=[C:6]([F:8])[CH:7]=[C:2]([Cl:1])[CH:3]=4)[CH2:11]3)[CH2:16]2)=[N:26][CH:25]=1.